From a dataset of CYP3A4 inhibition data for predicting drug metabolism from PubChem BioAssay. Regression/Classification. Given a drug SMILES string, predict its absorption, distribution, metabolism, or excretion properties. Task type varies by dataset: regression for continuous measurements (e.g., permeability, clearance, half-life) or binary classification for categorical outcomes (e.g., BBB penetration, CYP inhibition). Dataset: cyp3a4_veith. The drug is COc1cccc2c1C(=N)c1c(O)c3c(c(O)c1C2=O)C[C@](O)(C(C)=O)C[C@@H]3O[C@H]1C[C@H](N)[C@@H](O)[C@H](C)O1. The result is 0 (non-inhibitor).